Dataset: NCI-60 drug combinations with 297,098 pairs across 59 cell lines. Task: Regression. Given two drug SMILES strings and cell line genomic features, predict the synergy score measuring deviation from expected non-interaction effect. (1) Drug 1: CC(CN1CC(=O)NC(=O)C1)N2CC(=O)NC(=O)C2. Drug 2: CC1C(C(CC(O1)OC2CC(CC3=C2C(=C4C(=C3O)C(=O)C5=C(C4=O)C(=CC=C5)OC)O)(C(=O)CO)O)N)O.Cl. Cell line: SNB-19. Synergy scores: CSS=41.5, Synergy_ZIP=-0.643, Synergy_Bliss=-2.62, Synergy_Loewe=-1.17, Synergy_HSA=-0.0828. (2) Drug 1: CC(C1=C(C=CC(=C1Cl)F)Cl)OC2=C(N=CC(=C2)C3=CN(N=C3)C4CCNCC4)N. Drug 2: CC1=C2C(C(=O)C3(C(CC4C(C3C(C(C2(C)C)(CC1OC(=O)C(C(C5=CC=CC=C5)NC(=O)OC(C)(C)C)O)O)OC(=O)C6=CC=CC=C6)(CO4)OC(=O)C)OC)C)OC. Cell line: NCI-H522. Synergy scores: CSS=38.5, Synergy_ZIP=-3.49, Synergy_Bliss=-6.22, Synergy_Loewe=-24.1, Synergy_HSA=-5.97. (3) Drug 1: CC1=CC=C(C=C1)C2=CC(=NN2C3=CC=C(C=C3)S(=O)(=O)N)C(F)(F)F. Drug 2: CC1=C(N=C(N=C1N)C(CC(=O)N)NCC(C(=O)N)N)C(=O)NC(C(C2=CN=CN2)OC3C(C(C(C(O3)CO)O)O)OC4C(C(C(C(O4)CO)O)OC(=O)N)O)C(=O)NC(C)C(C(C)C(=O)NC(C(C)O)C(=O)NCCC5=NC(=CS5)C6=NC(=CS6)C(=O)NCCC[S+](C)C)O. Cell line: MDA-MB-435. Synergy scores: CSS=-0.399, Synergy_ZIP=-2.28, Synergy_Bliss=-6.50, Synergy_Loewe=-4.54, Synergy_HSA=-4.48. (4) Drug 1: C1CN(P(=O)(OC1)NCCCl)CCCl. Drug 2: CC1C(C(CC(O1)OC2CC(CC3=C2C(=C4C(=C3O)C(=O)C5=CC=CC=C5C4=O)O)(C(=O)C)O)N)O. Cell line: UACC-257. Synergy scores: CSS=49.1, Synergy_ZIP=0.164, Synergy_Bliss=1.38, Synergy_Loewe=-28.6, Synergy_HSA=3.24. (5) Drug 1: CC1C(C(=O)NC(C(=O)N2CCCC2C(=O)N(CC(=O)N(C(C(=O)O1)C(C)C)C)C)C(C)C)NC(=O)C3=C4C(=C(C=C3)C)OC5=C(C(=O)C(=C(C5=N4)C(=O)NC6C(OC(=O)C(N(C(=O)CN(C(=O)C7CCCN7C(=O)C(NC6=O)C(C)C)C)C)C(C)C)C)N)C. Drug 2: C(=O)(N)NO. Cell line: SK-OV-3. Synergy scores: CSS=17.3, Synergy_ZIP=-1.41, Synergy_Bliss=6.84, Synergy_Loewe=-10.7, Synergy_HSA=1.40.